From a dataset of Full USPTO retrosynthesis dataset with 1.9M reactions from patents (1976-2016). Predict the reactants needed to synthesize the given product. (1) Given the product [C:13]([C:6]1[CH:7]=[C:8]([C:9]#[N:10])[CH:11]=[CH:12][C:5]=1[O:4][CH2:3][CH2:2][N:23]1[CH:8]2[CH2:11][CH2:12][CH:22]1[CH2:21][N:10]([C:15]([O:18][C:6]([CH3:13])([CH3:7])[CH3:5])=[O:16])[CH2:9]2)#[N:14], predict the reactants needed to synthesize it. The reactants are: Br[CH2:2][CH2:3][O:4][C:5]1[CH:12]=[CH:11][C:8]([C:9]#[N:10])=[CH:7][C:6]=1[C:13]#[N:14].[C:15]([O-:18])([O-])=[O:16].[K+].[K+].[CH3:21][C:22]#[N:23]. (2) Given the product [Cl:12][C:13]1[CH:21]=[CH:20][CH:19]=[CH:18][C:14]=1[C:15]([NH:4][C:3]1[CH:5]=[C:6]([N+:9]([O-:11])=[O:10])[CH:7]=[CH:8][C:2]=1[Cl:1])=[O:16], predict the reactants needed to synthesize it. The reactants are: [Cl:1][C:2]1[CH:8]=[CH:7][C:6]([N+:9]([O-:11])=[O:10])=[CH:5][C:3]=1[NH2:4].[Cl:12][C:13]1[CH:21]=[CH:20][CH:19]=[CH:18][C:14]=1[C:15](Cl)=[O:16].CCOC(C)=O. (3) Given the product [Cl:21][C:22]1[CH:27]=[CH:26][C:25]([Cl:28])=[CH:24][C:23]=1[S:29]([NH:1][C@@H:2]1[CH2:6][CH2:5][N:4]([C:7]([O:9][C:10]([CH3:13])([CH3:12])[CH3:11])=[O:8])[CH2:3]1)(=[O:31])=[O:30], predict the reactants needed to synthesize it. The reactants are: [NH2:1][C@@H:2]1[CH2:6][CH2:5][N:4]([C:7]([O:9][C:10]([CH3:13])([CH3:12])[CH3:11])=[O:8])[CH2:3]1.C(N(CC)CC)C.[Cl:21][C:22]1[CH:27]=[CH:26][C:25]([Cl:28])=[CH:24][C:23]=1[S:29](Cl)(=[O:31])=[O:30]. (4) Given the product [C:22]([O:25][CH2:26][C:27](=[O:28])[NH:9][C:10]1[CH:11]=[N:12][C:13]2[C:18]([C:19]=1[OH:20])=[CH:17][CH:16]=[C:15]([Br:21])[CH:14]=2)(=[O:24])[CH3:23], predict the reactants needed to synthesize it. The reactants are: C(N(CC)CC)C.Cl.[NH2:9][C:10]1[CH:11]=[N:12][C:13]2[C:18]([C:19]=1[OH:20])=[CH:17][CH:16]=[C:15]([Br:21])[CH:14]=2.[C:22]([O:25][CH2:26][C:27](Cl)=[O:28])(=[O:24])[CH3:23]. (5) Given the product [CH2:18]([N:3]1[C:4]2[CH:13]=[CH:12][C:11]3[C:6]([C:5]=2[NH:1][C:2]1=[O:14])=[CH:7][CH:8]=[CH:9][CH:10]=3)[CH3:19], predict the reactants needed to synthesize it. The reactants are: [NH:1]1[C:5]2[C:6]3[C:11]([CH:12]=[CH:13][C:4]=2[NH:3][C:2]1=[O:14])=[CH:10][CH:9]=[CH:8][CH:7]=3.[H-].[Na+].Br[CH2:18][CH3:19]. (6) The reactants are: N([O-])=O.[Na+].[F:5][C:6]1[CH:11]=[CH:10][C:9]([S:12]([CH3:15])(=[O:14])=[O:13])=[CH:8][C:7]=1N.[ClH:17]. Given the product [Cl:17][C:7]1[CH:8]=[C:9]([S:12]([CH3:15])(=[O:14])=[O:13])[CH:10]=[CH:11][C:6]=1[F:5], predict the reactants needed to synthesize it. (7) Given the product [C:1]([C:5]1[CH:6]=[CH:7][C:8]([NH2:9])=[C:10]([C:13]([F:18])([F:12])[C:14]([F:17])([F:16])[F:15])[CH:11]=1)([CH3:4])([CH3:2])[CH3:3], predict the reactants needed to synthesize it. The reactants are: [C:1]([C:5]1[CH:11]=[CH:10][C:8]([NH2:9])=[CH:7][CH:6]=1)([CH3:4])([CH3:3])[CH3:2].[F:12][C:13](I)([F:18])[C:14]([F:17])([F:16])[F:15].S(S([O-])=O)([O-])=O.[Na+].[Na+].C(=O)([O-])O.[Na+].S([O-])([O-])(=O)=O.C([N+](CCCC)(CCCC)CCCC)CCC.C([N+](CCCC)(CCCC)CCCC)CCC. (8) Given the product [F:32][C@@H:23]1[C:24]2[C@:29]([CH3:30])([CH:28]=[CH:27][C:26](=[O:31])[CH:25]=2)[C@:2]2([F:1])[C@H:3]([C@H:4]3[C@:13]([CH3:17])([CH2:14][C@@H:15]2[OH:16])[C@@:7]([OH:8])([C:18](=[O:21])[CH2:19][OH:20])[C@H:6]([OH:10])[CH2:5]3)[CH2:22]1, predict the reactants needed to synthesize it. The reactants are: [F:1][C@@:2]12[C:29]3([CH3:30])[C:24](=[CH:25][C:26](=[O:31])[CH:27]=[CH:28]3)[C@@H:23]([F:32])[CH2:22][CH:3]1[CH:4]1[C:13]([CH3:17])([CH2:14][CH:15]2[OH:16])[C@:7]2([C:18](=[O:21])[CH2:19][OH:20])[O:8]C(C)(C)[O:10][C@@H:6]2[CH2:5]1.